From a dataset of Forward reaction prediction with 1.9M reactions from USPTO patents (1976-2016). Predict the product of the given reaction. (1) Given the reactants [C:1]1([C:13](=O)[CH2:14][C:15]#[N:16])[C:11]2=[C:12]3[C:7](=[CH:8][CH:9]=[CH:10]2)[CH2:6][CH2:5][CH2:4][N:3]3[CH:2]=1.[BH4-].[Na+], predict the reaction product. The product is: [C:1]1(/[CH:13]=[CH:14]/[C:15]#[N:16])[C:11]2=[C:12]3[C:7](=[CH:8][CH:9]=[CH:10]2)[CH2:6][CH2:5][CH2:4][N:3]3[CH:2]=1. (2) Given the reactants CC([O-])(C)C.[K+].C([O:9][C:10](=O)[CH2:11][N:12]([CH:22]([C:24]1[CH:29]=[CH:28][CH:27]=[CH:26][CH:25]=1)[CH3:23])[CH:13]([CH3:21])[CH2:14][CH2:15][C:16]([O:18][CH2:19][CH3:20])=[O:17])C, predict the reaction product. The product is: [CH3:21][CH:13]1[CH2:14][CH:15]([C:16]([O:18][CH2:19][CH3:20])=[O:17])[C:10](=[O:9])[CH2:11][N:12]1[CH:22]([C:24]1[CH:29]=[CH:28][CH:27]=[CH:26][CH:25]=1)[CH3:23]. (3) Given the reactants [OH:1][C@H:2]([C:26]1[CH:31]=[CH:30][C:29]([OH:32])=[CH:28][CH:27]=1)[C@@H:3]([NH:5][CH2:6][CH2:7][O:8][C:9]1[C:14]([CH3:15])=[CH:13][C:12]([C:16]2[CH:21]=[CH:20][C:19]([C:22]([OH:24])=[O:23])=[CH:18][CH:17]=2)=[CH:11][C:10]=1[CH3:25])[CH3:4].[BrH:33], predict the reaction product. The product is: [BrH:33].[OH:1][C@H:2]([C:26]1[CH:31]=[CH:30][C:29]([OH:32])=[CH:28][CH:27]=1)[C@@H:3]([NH:5][CH2:6][CH2:7][O:8][C:9]1[C:14]([CH3:15])=[CH:13][C:12]([C:16]2[CH:21]=[CH:20][C:19]([C:22]([OH:24])=[O:23])=[CH:18][CH:17]=2)=[CH:11][C:10]=1[CH3:25])[CH3:4]. (4) The product is: [Cl:23][C:19]1[CH:18]=[C:17]([C:14]2[CH:15]=[CH:16][C:11]([CH2:10][C@@H:3]([NH:2][C:31](=[O:32])[CH2:30][NH:29][C:27]([O:26][CH2:24][CH3:25])=[O:28])[CH2:4][C:5]([O:7][CH2:8][CH3:9])=[O:6])=[CH:12][CH:13]=2)[CH:22]=[CH:21][CH:20]=1. Given the reactants Cl.[NH2:2][C@H:3]([CH2:10][C:11]1[CH:16]=[CH:15][C:14]([C:17]2[CH:22]=[CH:21][CH:20]=[C:19]([Cl:23])[CH:18]=2)=[CH:13][CH:12]=1)[CH2:4][C:5]([O:7][CH2:8][CH3:9])=[O:6].[CH2:24]([O:26][C:27]([NH:29][CH2:30][C:31](O)=[O:32])=[O:28])[CH3:25].CCN=C=NCCCN(C)C.Cl.CCN(C(C)C)C(C)C.C1C=NC2N(O)N=NC=2C=1, predict the reaction product. (5) The product is: [Br:1][C:2]1[CH:9]=[CH:8][C:5]([N:6]([CH3:7])[C:19](=[O:26])[C:20]2[CH:25]=[CH:24][CH:23]=[CH:22][CH:21]=2)=[C:4]([N+:10]([O-:12])=[O:11])[CH:3]=1. Given the reactants [Br:1][C:2]1[CH:9]=[CH:8][C:5]([NH:6][CH3:7])=[C:4]([N+:10]([O-:12])=[O:11])[CH:3]=1.N1C=CC=CC=1.[C:19](Cl)(=[O:26])[C:20]1[CH:25]=[CH:24][CH:23]=[CH:22][CH:21]=1, predict the reaction product.